The task is: Predict the reaction yield, written as a fraction of the theoretical maximum amount of product (1.0 means a 100% yield; for example, 0.34 means a 34% yield).. This data is from Reaction yield outcomes from USPTO patents with 853,638 reactions. (1) The reactants are F[C:2]1[C:7]([I:8])=[CH:6][CH:5]=[CH:4][N:3]=1.[CH:9]1([CH2:12][NH2:13])[CH2:11][CH2:10]1.C(N(CC)CC)C. The catalyst is CN(C=O)C. The product is [CH:9]1([CH2:12][NH:13][C:2]2[C:7]([I:8])=[CH:6][CH:5]=[CH:4][N:3]=2)[CH2:11][CH2:10]1. The yield is 0.240. (2) The reactants are [F:1][C:2]1[CH:7]=[CH:6][CH:5]=[CH:4][C:3]=1[C:8]1[CH:12]=[C:11]([NH2:13])[N:10]([C:14]2[CH:19]=[CH:18][CH:17]=[C:16](I)[CH:15]=2)[N:9]=1.[C:21]([NH2:26])(=[O:25])[C:22]([CH3:24])=[CH2:23].C1C=CC(P(C2C=CC=CC=2)C2C=CC=CC=2)=CC=1.CCN(CC)CC. The catalyst is CN(C=O)C.O.CC([O-])=O.CC([O-])=O.[Pd+2]. The product is [NH2:13][C:11]1[N:10]([C:14]2[CH:15]=[C:16](/[CH:23]=[C:22](\[CH3:24])/[C:21]([NH2:26])=[O:25])[CH:17]=[CH:18][CH:19]=2)[N:9]=[C:8]([C:3]2[CH:4]=[CH:5][CH:6]=[CH:7][C:2]=2[F:1])[CH:12]=1. The yield is 0.950. (3) The reactants are [NH2:1][C@H:2]1[C@@H:7]([CH3:8])[CH2:6][N:5]([C:9]2[CH:14]=[CH:13][N:12]=[CH:11][C:10]=2[N:15]([C:23]([O:25][C:26]([CH3:29])([CH3:28])[CH3:27])=[O:24])[C:16]([O:18][C:19]([CH3:22])([CH3:21])[CH3:20])=[O:17])[CH2:4][C@H:3]1[NH:30][C:31]([O:33][C:34]([CH3:37])([CH3:36])[CH3:35])=[O:32].CCN(C(C)C)C(C)C.Cl[C:48]([O:50][CH3:51])=[O:49].C([O-])([O-])=O.[Na+].[Na+].O. The catalyst is C(Cl)Cl. The product is [C:34]([O:33][C:31]([NH:30][C@H:3]1[C@@H:2]([NH:1][C:48]([O:50][CH3:51])=[O:49])[C@@H:7]([CH3:8])[CH2:6][N:5]([C:9]2[CH:14]=[CH:13][N:12]=[CH:11][C:10]=2[N:15]([C:23]([O:25][C:26]([CH3:27])([CH3:29])[CH3:28])=[O:24])[C:16]([O:18][C:19]([CH3:20])([CH3:21])[CH3:22])=[O:17])[CH2:4]1)=[O:32])([CH3:36])([CH3:35])[CH3:37]. The yield is 1.09. (4) The reactants are [O:1]1[CH2:6][CH2:5][CH2:4][CH2:3][CH:2]1[O:7][C:8]1[CH:13]=[CH:12][C:11]([C:14](=[O:16])[CH3:15])=[CH:10][CH:9]=1.[Br:17][C:18]1[CH:19]=[C:20]([CH:23]=[CH:24][CH:25]=1)[CH:21]=O.[OH-].[Na+]. The catalyst is CO. The product is [Br:17][C:18]1[CH:19]=[C:20]([CH:21]=[CH:15][C:14]([C:11]2[CH:12]=[CH:13][C:8]([O:7][CH:2]3[CH2:3][CH2:4][CH2:5][CH2:6][O:1]3)=[CH:9][CH:10]=2)=[O:16])[CH:23]=[CH:24][CH:25]=1. The yield is 0.550.